Dataset: Catalyst prediction with 721,799 reactions and 888 catalyst types from USPTO. Task: Predict which catalyst facilitates the given reaction. (1) Reactant: [C:1]1([NH:7][C:8]2[C:12]([C:13]([NH2:15])=[O:14])=[CH:11][NH:10][N:9]=2)[CH:6]=[CH:5][CH:4]=[CH:3][CH:2]=1.[F:16][C:17]([F:23])([F:22])[CH:18]=[CH:19][C:20]#[N:21].C1CCN2C(=NCCC2)CC1. Product: [C:20]([CH2:19][CH:18]([N:10]1[CH:11]=[C:12]([C:13]([NH2:15])=[O:14])[C:8]([NH:7][C:1]2[CH:2]=[CH:3][CH:4]=[CH:5][CH:6]=2)=[N:9]1)[C:17]([F:23])([F:22])[F:16])#[N:21]. The catalyst class is: 3. (2) Reactant: [H-].[Na+].[CH3:3][CH:4]1[CH2:13][CH2:12][C:11]2[C:6](=[CH:7][CH:8]=[CH:9][CH:10]=2)[C:5]1=[O:14].[F:15][B-](F)(F)F.O. Product: [F:15][C:4]1([CH3:3])[CH2:13][CH2:12][C:11]2[C:6](=[CH:7][CH:8]=[CH:9][CH:10]=2)[C:5]1=[O:14]. The catalyst class is: 577. (3) Reactant: [NH2:1][C:2]1[C:7]([CH2:8][OH:9])=[C:6]([C:10]2[CH:15]=[CH:14][C:13]([NH:16][C:17](=[O:19])[CH3:18])=[C:12]([OH:20])[CH:11]=2)[CH:5]=[C:4]([C:21]2[C:26]([O:27]CC3C=CC(OC)=CC=3)=[CH:25][CH:24]=[CH:23][C:22]=2[O:37][CH2:38][CH:39]2[CH2:41][CH2:40]2)[N:3]=1.Cl. Product: [NH2:1][C:2]1[C:7]([CH2:8][OH:9])=[C:6]([C:10]2[CH:15]=[CH:14][C:13]([NH:16][C:17](=[O:19])[CH3:18])=[C:12]([OH:20])[CH:11]=2)[CH:5]=[C:4]([C:21]2[C:26]([OH:27])=[CH:25][CH:24]=[CH:23][C:22]=2[O:37][CH2:38][CH:39]2[CH2:41][CH2:40]2)[N:3]=1. The catalyst class is: 472. (4) Reactant: Br.[O:2]1[CH2:7][CH2:6][N:5]([C:8]([NH2:10])=[NH:9])[CH2:4][CH2:3]1.[Cl:11][C:12]([SH:15])(Cl)Cl.[OH-].[Na+]. Product: [Cl:11][C:12]1[S:15][N:10]=[C:8]([N:5]2[CH2:6][CH2:7][O:2][CH2:3][CH2:4]2)[N:9]=1. The catalyst class is: 46. (5) Reactant: [C:1]([S:20][CH2:21][CH2:22][C:23]([OH:25])=[O:24])([C:14]1[CH:19]=[CH:18][CH:17]=[CH:16][CH:15]=1)([C:8]1[CH:13]=[CH:12][CH:11]=[CH:10][CH:9]=1)[C:2]1[CH:7]=[CH:6][CH:5]=[CH:4][CH:3]=1.Cl.C(N=C=NCCCN(C)C)C.[C:38]1([CH3:57])[CH:43]=[CH:42][C:41]([O:44][CH2:45][CH2:46][CH2:47][CH2:48][CH2:49][CH2:50][CH2:51][CH2:52][CH2:53][CH2:54][CH2:55]O)=[CH:40][CH:39]=1. Product: [C:1]([S:20][CH2:21][CH2:22][C:23]([O:25][CH2:55][CH2:54][CH2:53][CH2:52][CH2:51][CH2:50][CH2:49][CH2:48][CH2:47][CH2:46][CH2:45][O:44][C:41]1[CH:42]=[CH:43][C:38]([CH3:57])=[CH:39][CH:40]=1)=[O:24])([C:8]1[CH:13]=[CH:12][CH:11]=[CH:10][CH:9]=1)([C:14]1[CH:15]=[CH:16][CH:17]=[CH:18][CH:19]=1)[C:2]1[CH:3]=[CH:4][CH:5]=[CH:6][CH:7]=1. The catalyst class is: 143.